This data is from Full USPTO retrosynthesis dataset with 1.9M reactions from patents (1976-2016). The task is: Predict the reactants needed to synthesize the given product. (1) Given the product [Br:1][C:2]1[CH:3]=[C:4]([CH:8]2[N:28]([C:22]3[CH:23]=[CH:24][C:25]([F:27])=[CH:26][C:21]=3[F:20])[N:29]=[C:10]([C:11]([F:17])([F:16])[C:12]([F:15])([F:14])[F:13])[CH2:9]2)[CH:5]=[CH:6][CH:7]=1, predict the reactants needed to synthesize it. The reactants are: [Br:1][C:2]1[CH:3]=[C:4]([CH:8]=[CH:9][C:10](=O)[C:11]([F:17])([F:16])[C:12]([F:15])([F:14])[F:13])[CH:5]=[CH:6][CH:7]=1.Cl.[F:20][C:21]1[CH:26]=[C:25]([F:27])[CH:24]=[CH:23][C:22]=1[NH:28][NH2:29].Cl. (2) Given the product [Cl:1][C:2]1[CH:7]=[CH:6][CH:5]=[CH:4][C:3]=1[C:8]1[C:14]2[CH:15]=[C:16]([CH3:20])[C:17]([CH3:19])=[CH:18][C:13]=2[N:12]=[C:11]2[NH:31][NH:26][C:24]([CH3:25])=[C:10]2[N:9]=1, predict the reactants needed to synthesize it. The reactants are: [Cl:1][C:2]1[CH:7]=[CH:6][CH:5]=[CH:4][C:3]=1[C:8]1[C:14]2[CH:15]=[C:16]([CH3:20])[C:17]([CH3:19])=[CH:18][C:13]=2[NH:12][C:11](=S)[CH2:10][N:9]=1.CO[C:24](OC)([N:26](C)C)[CH3:25].[NH2:31]N. (3) Given the product [C:64]([C:63]1[CH:66]=[CH:67][C:60]([NH:59][C:21]([C:18]2[CH:19]=[CH:20][C:15]3[O:14][CH2:13][CH2:12][N:11]([S:8]([C:6]4[CH:7]=[C:2]([Cl:1])[CH:3]=[CH:4][C:5]=4[O:24][CH3:25])(=[O:10])=[O:9])[C:16]=3[CH:17]=2)=[O:23])=[CH:61][CH:62]=1)#[N:65], predict the reactants needed to synthesize it. The reactants are: [Cl:1][C:2]1[CH:3]=[CH:4][C:5]([O:24][CH3:25])=[C:6]([S:8]([N:11]2[C:16]3[CH:17]=[C:18]([C:21]([OH:23])=O)[CH:19]=[CH:20][C:15]=3[O:14][CH2:13][CH2:12]2)(=[O:10])=[O:9])[CH:7]=1.C(N(CC)C(C)C)(C)C.F[P-](F)(F)(F)(F)F.Br[P+](N1CCCC1)(N1CCCC1)N1CCCC1.[NH2:59][C:60]1[CH:67]=[CH:66][C:63]([C:64]#[N:65])=[CH:62][CH:61]=1. (4) Given the product [F:8][C:9]1[C:26]([CH2:27][N:28]2[CH2:29][CH2:30][C:31]3([O:36][CH2:35][CH2:34][N:33]([C:37]([C:39]4[N:40]=[C:41]([CH:44]([CH3:45])[CH3:46])[S:42][CH:43]=4)=[O:38])[CH2:32]3)[CH2:47][CH2:48]2)=[CH:25][CH:24]=[CH:23][C:10]=1[CH2:11][CH2:12][O:13][CH2:14][CH2:15][C:16]([OH:18])=[O:17], predict the reactants needed to synthesize it. The reactants are: C(O)(C(F)(F)F)=O.[F:8][C:9]1[C:26]([CH2:27][N:28]2[CH2:48][CH2:47][C:31]3([O:36][CH2:35][CH2:34][N:33]([C:37]([C:39]4[N:40]=[C:41]([CH:44]([CH3:46])[CH3:45])[S:42][CH:43]=4)=[O:38])[CH2:32]3)[CH2:30][CH2:29]2)=[CH:25][CH:24]=[CH:23][C:10]=1[CH2:11][CH2:12][O:13][CH2:14][CH2:15][C:16]([O:18]C(C)(C)C)=[O:17]. (5) Given the product [O:33]1[CH2:32][CH:31]1[CH2:30][O:12][C:13]1[CH:25]=[CH:24][CH:23]=[CH:22][C:14]=1[CH:15]=[C:16]1[CH2:21][CH2:20][O:19][C:17]1=[O:18], predict the reactants needed to synthesize it. The reactants are: CN(C)C=O.C(=O)([O-])[O-].[K+].[K+].[OH:12][C:13]1[CH:25]=[CH:24][CH:23]=[CH:22][C:14]=1[CH:15]=[C:16]1[CH2:21][CH2:20][O:19][C:17]1=[O:18].S(C1C=CC([N+]([O-])=O)=CC=1)(O[CH2:30][CH:31]1[O:33][CH2:32]1)(=O)=O.